Dataset: Full USPTO retrosynthesis dataset with 1.9M reactions from patents (1976-2016). Task: Predict the reactants needed to synthesize the given product. (1) Given the product [NH2:15][C:6]1[CH:7]=[C:8]([S:11]([NH2:14])(=[O:13])=[O:12])[CH:9]=[CH:10][C:5]=1[O:4][C:3]1[CH:18]=[CH:19][C:20]([F:22])=[CH:21][C:2]=1[F:1], predict the reactants needed to synthesize it. The reactants are: [F:1][C:2]1[CH:21]=[C:20]([F:22])[CH:19]=[CH:18][C:3]=1[O:4][C:5]1[CH:10]=[CH:9][C:8]([S:11]([NH2:14])(=[O:13])=[O:12])=[CH:7][C:6]=1[N+:15]([O-])=O.[Cl-].[NH4+].O1CCCC1.C(O)C. (2) The reactants are: [OH:1][CH:2]1[CH2:7][CH2:6][CH2:5][CH:4]([N:8]2[C:16](=[O:17])[C:15]3[C:10](=[CH:11][CH:12]=[CH:13][CH:14]=3)[C:9]2=[O:18])[CH2:3]1.C(OC(=O)C)=C. Given the product [OH:1][C@@H:2]1[CH2:7][CH2:6][CH2:5][C@H:4]([N:8]2[C:9](=[O:18])[C:10]3[C:15](=[CH:14][CH:13]=[CH:12][CH:11]=3)[C:16]2=[O:17])[CH2:3]1, predict the reactants needed to synthesize it. (3) Given the product [Cl:41][C:38]1[CH:39]=[CH:40][C:35]([C:33]([C:30]2[CH:31]=[CH:32][C:27]([O:26][CH:3]([CH3:4])[CH3:2])=[C:28]([Cl:44])[CH:29]=2)=[O:34])=[N:36][C:37]=1[O:42][CH3:43], predict the reactants needed to synthesize it. The reactants are: [F-].[CH2:2]([N+](CCCC)(CCCC)CCCC)[CH2:3][CH2:4]C.[Si]([O:26][C:27]1[CH:32]=[CH:31][C:30]([C:33]([C:35]2[CH:40]=[CH:39][C:38]([Cl:41])=[C:37]([O:42][CH3:43])[N:36]=2)=[O:34])=[CH:29][C:28]=1[Cl:44])(C(C)(C)C)(C)C.O. (4) Given the product [CH3:7][C:5]1[N:6]=[C:2]([NH:1][C:11]([C:10]2[CH:14]=[C:15]([N+:18]([O-:20])=[O:19])[CH:16]=[CH:17][C:9]=2[Cl:8])=[O:12])[S:3][CH:4]=1, predict the reactants needed to synthesize it. The reactants are: [NH2:1][C:2]1[S:3][CH:4]=[C:5]([CH3:7])[N:6]=1.[Cl:8][C:9]1[CH:17]=[CH:16][C:15]([N+:18]([O-:20])=[O:19])=[CH:14][C:10]=1[C:11](O)=[O:12].C(N1C=CN=C1)(N1C=CN=C1)=O. (5) Given the product [NH2:15][C@H:7]1[C:8]2[C:13](=[CH:12][CH:11]=[CH:10][CH:9]=2)[N:4]([C:1](=[O:3])[CH3:2])[C@@H:5]([CH:27]2[CH2:29][CH2:28]2)[C@@H:6]1[CH3:26], predict the reactants needed to synthesize it. The reactants are: [C:1]([N:4]1[C:13]2[C:8](=[CH:9][C:10](Br)=[CH:11][CH:12]=2)[C@H:7]([NH:15]C(=O)OCC2C=CC=CC=2)[C@@H:6]([CH3:26])[C@@H:5]1[CH:27]1[CH2:29][CH2:28]1)(=[O:3])[CH3:2].N[C@H]1C2C(=CC=C(Br)C=2)N(C(=O)C)[C@@H](C2CC2)[C@@H]1C. (6) Given the product [C:1]([O:5][C:6]([N:8]1[CH2:13][CH2:12][N:11]([C:14]2[CH:19]=[N:18][CH:17]=[C:16]([C:26]3[CH:25]=[CH:24][C:23]4[C:22]([CH3:37])([CH3:21])[CH2:31][CH2:30][C:29]([CH3:33])([CH3:32])[C:28]=4[CH:27]=3)[N:15]=2)[CH2:10][CH2:9]1)=[O:7])([CH3:4])([CH3:3])[CH3:2], predict the reactants needed to synthesize it. The reactants are: [C:1]([O:5][C:6]([N:8]1[CH2:13][CH2:12][N:11]([C:14]2[CH:19]=[N:18][CH:17]=[C:16](Cl)[N:15]=2)[CH2:10][CH2:9]1)=[O:7])([CH3:4])([CH3:3])[CH3:2].[CH3:21][C:22]1([CH3:37])[CH2:31][CH2:30][C:29]([CH3:33])([CH3:32])[C:28]2[CH:27]=[C:26](B(O)O)[CH:25]=[CH:24][C:23]1=2. (7) Given the product [Cl:1][C:2]1[CH:10]=[CH:9][CH:8]=[CH:7][C:3]=1[C:4]([NH:20][CH2:19][CH:18]([C:15]1[CH:16]=[N:17][C:12]([CH3:11])=[N:13][CH:14]=1)[CH:21]1[CH2:22][CH2:23][O:24][CH2:25][CH2:26]1)=[O:6], predict the reactants needed to synthesize it. The reactants are: [Cl:1][C:2]1[CH:10]=[CH:9][CH:8]=[CH:7][C:3]=1[C:4]([OH:6])=O.[CH3:11][C:12]1[N:17]=[CH:16][C:15]([CH:18]([CH:21]2[CH2:26][CH2:25][O:24][CH2:23][CH2:22]2)[CH2:19][NH2:20])=[CH:14][N:13]=1. (8) The reactants are: [N:1]1[C:10]2[C:5](=[CH:6][C:7]([NH:11][C:12](=[O:14])[CH3:13])=[CH:8][CH:9]=2)[N:4]=[CH:3][CH:2]=1.[H-].[Na+].I[CH3:18].O. Given the product [CH3:18][N:11]([C:7]1[CH:6]=[C:5]2[C:10](=[CH:9][CH:8]=1)[N:1]=[CH:2][CH:3]=[N:4]2)[C:12](=[O:14])[CH3:13], predict the reactants needed to synthesize it. (9) Given the product [C:17]([C:12]1[C:11]([F:20])=[C:10]([F:21])[C:9]([N:4]2[CH2:3][C@H:2]([CH3:1])[O:7][C@H:6]([CH3:8])[CH2:5]2)=[C:14]([CH:13]=1)[CH:15]=[O:16])(=[O:19])[CH3:18], predict the reactants needed to synthesize it. The reactants are: [CH3:1][C@H:2]1[O:7][C@@H:6]([CH3:8])[CH2:5][N:4]([C:9]2[C:14]([CH2:15][OH:16])=[CH:13][C:12]([C:17](=[O:19])[CH3:18])=[C:11]([F:20])[C:10]=2[F:21])[CH2:3]1.C[N+]1([O-])CCOCC1. (10) Given the product [NH2:36][C:25]1[C:24]2[N:23]=[CH:22][C:21]([CH2:20][CH2:19][C:18]3[CH:37]=[CH:38][C:15]([O:14][CH2:13][CH2:12][O:11][CH2:10][CH2:9][O:8][CH2:47][CH2:48][CH2:49][P:50](=[O:57])([O:54][CH2:55][CH3:56])[O:51][CH2:52][CH3:53])=[CH:16][C:17]=3[CH3:39])=[CH:30][C:29]=2[C:28]2[CH:31]=[CH:32][C:33]([CH3:35])=[CH:34][C:27]=2[N:26]=1, predict the reactants needed to synthesize it. The reactants are: [Si]([O:8][CH2:9][CH2:10][O:11][CH2:12][CH2:13][O:14][C:15]1[CH:38]=[CH:37][C:18]([CH2:19][CH2:20][C:21]2[CH:22]=[N:23][C:24]3[C:29]([CH:30]=2)=[C:28]2[CH:31]=[CH:32][C:33]([CH3:35])=[CH:34][C:27]2=[N:26][C:25]=3[NH2:36])=[C:17]([CH3:39])[CH:16]=1)(C(C)(C)C)(C)C.BrCCOCCO[CH2:47][CH2:48][CH2:49][P:50](=[O:57])([O:54][CH2:55][CH3:56])[O:51][CH2:52][CH3:53].